Dataset: Catalyst prediction with 721,799 reactions and 888 catalyst types from USPTO. Task: Predict which catalyst facilitates the given reaction. (1) Product: [Cl:1][C:2]1[CH:7]=[C:6]([O:8][CH3:9])[CH:5]=[CH:4][C:3]=1[C:10]1[CH:15]=[CH:14][N:13]([C:16]2[CH:21]=[CH:20][C:19]3[C:22]4[CH2:23][NH:24][CH2:25][CH2:26][C:27]=4[O:28][C:18]=3[CH:17]=2)[C:12](=[O:36])[CH:11]=1. Reactant: [Cl:1][C:2]1[CH:7]=[C:6]([O:8][CH3:9])[CH:5]=[CH:4][C:3]=1[C:10]1[CH:15]=[CH:14][N:13]([C:16]2[CH:21]=[CH:20][C:19]3[C:22]4[CH2:23][N:24](C(OC(C)(C)C)=O)[CH2:25][CH2:26][C:27]=4[O:28][C:18]=3[CH:17]=2)[C:12](=[O:36])[CH:11]=1.Cl. The catalyst class is: 275. (2) Reactant: [C:1]([O:4][CH2:5][CH2:6][NH:7][C:8]1[CH:13]=[CH:12][CH:11]=[C:10]([CH2:14][NH:15][S:16]([C:19]2[CH:24]=[CH:23][CH:22]=[CH:21][N:20]=2)(=[O:18])=[O:17])[N:9]=1)(=O)[CH3:2].[CH2:25]([O:29][C:30]1[CH:37]=[CH:36][C:33]([CH2:34]O)=[CH:32][CH:31]=1)[CH2:26][CH2:27][CH3:28].C(P(CCCC)CCCC)CCC.CN(C)C(N=NC(N(C)C)=O)=[O:54]. Product: [CH2:25]([O:29][C:30]1[CH:31]=[CH:32][C:33]([CH2:34][CH:14]([NH:15][S:16]([C:19]2[CH:24]=[CH:23][CH:22]=[CH:21][N:20]=2)(=[O:18])=[O:17])[C:10]2[N:9]=[C:8]([NH:7][CH2:6][C:5]([O:4][CH2:1][CH3:2])=[O:54])[CH:13]=[CH:12][CH:11]=2)=[CH:36][CH:37]=1)[CH2:26][CH2:27][CH3:28]. The catalyst class is: 132.